From a dataset of Reaction yield outcomes from USPTO patents with 853,638 reactions. Predict the reaction yield, written as a fraction of the theoretical maximum amount of product (1.0 means a 100% yield; for example, 0.34 means a 34% yield). (1) The product is [Br:29][CH2:2][C:1]([C:3]1[CH:4]=[CH:5][C:6]2[C:15]3[CH:14]=[C:13]4[CH2:16][CH2:17][CH2:18][C:19](=[O:20])[C:12]4=[CH:11][C:10]=3[O:9][CH2:8][C:7]=2[CH:21]=1)=[O:30]. The yield is 0.560. The reactants are [CH:1]([C:3]1[CH:4]=[CH:5][C:6]2[C:15]3[CH:14]=[C:13]4[CH2:16][CH2:17][CH2:18][C:19](=[O:20])[C:12]4=[CH:11][C:10]=3[O:9][CH2:8][C:7]=2[CH:21]=1)=[CH2:2].C1C(=O)N([Br:29])C(=O)C1.[OH2:30]. The catalyst is C1COCC1.CS(C)=O.CCOC(C)=O.O=[Mn]=O. (2) The reactants are Br[C:2]1[CH:9]=[CH:8][C:5]([C:6]#[N:7])=[C:4]([CH3:10])[CH:3]=1.C([O-])([O-])=O.[Na+].[Na+].[CH3:17][O:18][C:19]1[CH:24]=[CH:23][C:22](B(O)O)=[CH:21][CH:20]=1. The catalyst is C1C=CC=CC=1.C(O)C.C1C=CC([P]([Pd]([P](C2C=CC=CC=2)(C2C=CC=CC=2)C2C=CC=CC=2)([P](C2C=CC=CC=2)(C2C=CC=CC=2)C2C=CC=CC=2)[P](C2C=CC=CC=2)(C2C=CC=CC=2)C2C=CC=CC=2)(C2C=CC=CC=2)C2C=CC=CC=2)=CC=1. The product is [CH3:17][O:18][C:19]1[CH:24]=[CH:23][C:22]([C:2]2[CH:9]=[CH:8][C:5]([C:6]#[N:7])=[C:4]([CH3:10])[CH:3]=2)=[CH:21][CH:20]=1. The yield is 0.850. (3) The reactants are [C:1]([C:3]1[CH:4]=[CH:5][C:6]2[O:10][C:9]([CH:11]([NH:18][C:19]3[CH:27]=[CH:26][C:22]([C:23](O)=[O:24])=[CH:21][CH:20]=3)[CH:12]3[CH2:17][CH2:16][CH2:15][CH2:14][CH2:13]3)=[C:8]([CH3:28])[C:7]=2[CH:29]=1)#[N:2].Cl.[CH2:31]([O:33][C:34](=[O:38])[CH2:35][CH2:36][NH2:37])[CH3:32].O.ON1C2C=CC=CC=2N=N1.Cl.C(N=C=NCCCN(C)C)C.Cl. The catalyst is CN(C)C=O.C(N(CC)CC)C. The product is [C:1]([C:3]1[CH:4]=[CH:5][C:6]2[O:10][C:9]([CH:11]([NH:18][C:19]3[CH:27]=[CH:26][C:22]([C:23]([NH:37][CH2:36][CH2:35][C:34]([O:33][CH2:31][CH3:32])=[O:38])=[O:24])=[CH:21][CH:20]=3)[CH:12]3[CH2:13][CH2:14][CH2:15][CH2:16][CH2:17]3)=[C:8]([CH3:28])[C:7]=2[CH:29]=1)#[N:2]. The yield is 0.620.